From a dataset of Full USPTO retrosynthesis dataset with 1.9M reactions from patents (1976-2016). Predict the reactants needed to synthesize the given product. (1) Given the product [ClH:39].[ClH:1].[Br:2][C:3]1[C:4]([C:28]2[CH:33]=[CH:32][CH:31]=[CH:30][CH:29]=2)=[N:5][N:6]2[CH:11]([C:12]3[CH:17]=[CH:16][C:15]([O:18][CH3:19])=[C:14]([O:20][CH3:21])[CH:13]=3)[CH2:10][CH:9]([C:22]3[CH:27]=[CH:26][CH:25]=[CH:24][N:23]=3)[NH:8][C:7]=12, predict the reactants needed to synthesize it. The reactants are: [ClH:1].[Br:2][C:3]1[C:4]([C:28]2[CH:33]=[CH:32][CH:31]=[CH:30][CH:29]=2)=[N:5][N:6]2[CH:11]([C:12]3[CH:17]=[CH:16][C:15]([O:18][CH3:19])=[C:14]([O:20][CH3:21])[CH:13]=3)[CH2:10][CH:9]([C:22]3[CH:27]=[CH:26][CH:25]=[CH:24][N:23]=3)[NH:8][C:7]=12.O.C[Si]([Cl:39])(C)C. (2) Given the product [CH:1](=[O:29])[CH2:2][CH2:3][CH2:4][CH2:5][CH2:6][CH2:7][CH2:8][CH2:9][CH2:10][CH2:11][CH2:12][CH2:13][CH2:14][CH2:15][CH2:16][CH2:17][CH2:18][CH2:19][CH2:20][CH2:21][CH2:22][CH2:23][CH2:24][CH2:25][CH2:26][CH2:27][CH3:28], predict the reactants needed to synthesize it. The reactants are: [CH2:1]([OH:29])[CH2:2][CH2:3][CH2:4][CH2:5][CH2:6][CH2:7][CH2:8][CH2:9][CH2:10][CH2:11][CH2:12][CH2:13][CH2:14][CH2:15][CH2:16][CH2:17][CH2:18][CH2:19][CH2:20][CH2:21][CH2:22][CH2:23][CH2:24][CH2:25][CH2:26][CH2:27][CH3:28].C(Cl)Cl.C([O-])([O-])=O.[Ca+2].[Cr](Cl)([O-])(=O)=O.[NH+]1C=CC=CC=1. (3) Given the product [Cl:49][C:50]1[CH:51]=[C:52]([S:57]([N:37]([CH2:38][C:39]2[CH:40]=[CH:41][C:42]([C:43]([O:45][CH3:46])=[O:44])=[CH:47][CH:48]=2)[CH2:36][C:31]2[CH:10]=[N:11][CH:34]=[CH:33][CH:32]=2)(=[O:59])=[O:58])[CH:53]=[CH:54][C:55]=1[Cl:56], predict the reactants needed to synthesize it. The reactants are: COC(=O)C1C=CC([CH2:10][N:11](CC2C=CC=CC=2)S(C2C=CC(Cl)=CC=2)(=O)=O)=CC=1.N1C=[CH:34][CH:33]=[CH:32][C:31]=1[CH2:36][NH:37][CH2:38][C:39]1[CH:48]=[CH:47][C:42]([C:43]([O:45][CH3:46])=[O:44])=[CH:41][CH:40]=1.[Cl:49][C:50]1[CH:51]=[C:52]([S:57](Cl)(=[O:59])=[O:58])[CH:53]=[CH:54][C:55]=1[Cl:56]. (4) Given the product [CH3:29][O:28][C:25]1[CH:26]=[CH:27][C:22]([CH2:21][N:6]([C:4]2[N:3]=[CH:2][S:1][CH:5]=2)[C:7](=[O:13])[O:8][C:9]([CH3:10])([CH3:12])[CH3:11])=[CH:23][CH:24]=1, predict the reactants needed to synthesize it. The reactants are: [S:1]1[CH:5]=[C:4]([NH:6][C:7](=[O:13])[O:8][C:9]([CH3:12])([CH3:11])[CH3:10])[N:3]=[CH:2]1.C([O-])([O-])=O.[Cs+].[Cs+].Cl[CH2:21][C:22]1[CH:27]=[CH:26][C:25]([O:28][CH3:29])=[CH:24][CH:23]=1.O. (5) The reactants are: C(OC([N:8]1[CH2:12][CH2:11][CH2:10][C@H:9]1[C:13]([N:15]1[CH2:19][C@@H:18]([F:20])[CH2:17][C@H:16]1[C:21]#[N:22])=[O:14])=O)(C)(C)C.[ClH:23]. Given the product [ClH:23].[C:21]([C@@H:16]1[CH2:17][C@H:18]([F:20])[CH2:19][N:15]1[C:13]([C@@H:9]1[CH2:10][CH2:11][CH2:12][NH:8]1)=[O:14])#[N:22], predict the reactants needed to synthesize it. (6) Given the product [CH3:1][O:2][Si:3]([O:8][CH3:9])([O:6][CH3:7])[O:4][CH3:5].[NH2:10][CH2:11][CH2:12][CH2:13][Si:14]([O:21][CH2:22][CH3:23])([O:15][CH2:16][CH3:17])[O:18][CH2:19][CH3:20], predict the reactants needed to synthesize it. The reactants are: [CH3:1][O:2][Si:3]([O:8][CH3:9])([O:6][CH3:7])[O:4][CH3:5].[NH2:10][CH2:11][CH2:12][CH2:13][Si:14]([O:21][CH2:22][CH3:23])([O:18][CH2:19][CH3:20])[O:15][CH2:16][CH3:17].